This data is from Catalyst prediction with 721,799 reactions and 888 catalyst types from USPTO. The task is: Predict which catalyst facilitates the given reaction. Reactant: [CH:1]1[C:10]2[C:5](=[CH:6][CH:7]=[CH:8][CH:9]=2)[CH:4]=[CH:3][C:2]=1[C:11]1[C:12]([C:18]2[CH:23]=[CH:22][N:21]=[CH:20][CH:19]=2)=[CH:13][C:14](=O)[NH:15][N:16]=1.O=P(Cl)(Cl)[Cl:26]. Product: [Cl:26][C:14]1[N:15]=[N:16][C:11]([C:2]2[CH:3]=[CH:4][C:5]3[C:10](=[CH:9][CH:8]=[CH:7][CH:6]=3)[CH:1]=2)=[C:12]([C:18]2[CH:23]=[CH:22][N:21]=[CH:20][CH:19]=2)[CH:13]=1. The catalyst class is: 10.